This data is from Catalyst prediction with 721,799 reactions and 888 catalyst types from USPTO. The task is: Predict which catalyst facilitates the given reaction. (1) Reactant: [F:1][C:2]1[CH:7]=[CH:6][C:5]([CH2:8][C:9]([O:11][CH3:12])=[O:10])=[C:4]([OH:13])[CH:3]=1.[N+](C1C=C(S(O[CH2:27][C@:28]2(C)[CH2:30][O:29]2)(=O)=O)C=CC=1)([O-])=O.C(=O)([O-])[O-].[Cs+].[Cs+]. Product: [F:1][C:2]1[CH:7]=[CH:6][C:5]([CH2:8][C:9]([O:11][CH3:12])=[O:10])=[C:4]([O:13][CH2:27][C@@H:28]2[CH2:30][O:29]2)[CH:3]=1. The catalyst class is: 18. (2) Product: [NH2:1][C:4]1[CH:5]=[N:6][C:7]2[C:12]([C:13]=1[NH:14][CH2:15][CH2:16][CH2:17][CH2:18][OH:19])=[CH:11][CH:10]=[CH:9][CH:8]=2. Reactant: [N+:1]([C:4]1[CH:5]=[N:6][C:7]2[C:12]([C:13]=1[NH:14][CH2:15][CH2:16][CH2:17][CH2:18][OH:19])=[CH:11][CH:10]=[CH:9][CH:8]=2)([O-])=O.[H][H].C(O)C. The catalyst class is: 787. (3) Reactant: [CH2:1]([C:3]1[O:7][C:6]2[C:8]([CH2:17]O)=[C:9]3[CH2:13][C:12]([CH3:15])([CH3:14])[O:11][C:10]3=[CH:16][C:5]=2[CH:4]=1)[CH3:2].S(Cl)([Cl:21])=O. Product: [Cl:21][CH2:17][C:8]1[C:6]2[O:7][C:3]([CH2:1][CH3:2])=[CH:4][C:5]=2[CH:16]=[C:10]2[O:11][C:12]([CH3:15])([CH3:14])[CH2:13][C:9]=12. The catalyst class is: 2. (4) Reactant: [CH2:1]([N:8]([CH2:24][C:25]1[CH:30]=[CH:29][CH:28]=[CH:27][CH:26]=1)[CH2:9][CH:10]([OH:23])[CH2:11][N:12]1C(=O)C2C(=CC=CC=2)C1=O)[C:2]1[CH:7]=[CH:6][CH:5]=[CH:4][CH:3]=1. Product: [NH2:12][CH2:11][CH:10]([OH:23])[CH2:9][N:8]([CH2:1][C:2]1[CH:7]=[CH:6][CH:5]=[CH:4][CH:3]=1)[CH2:24][C:25]1[CH:30]=[CH:29][CH:28]=[CH:27][CH:26]=1. The catalyst class is: 33.